From a dataset of Reaction yield outcomes from USPTO patents with 853,638 reactions. Predict the reaction yield, written as a fraction of the theoretical maximum amount of product (1.0 means a 100% yield; for example, 0.34 means a 34% yield). (1) The yield is 0.720. The reactants are FC(F)(F)S(O[C:7]1[CH:12]=[CH:11][C:10]([C:13]2[N:18]=[CH:17][N:16]=[C:15]([NH:19][C@H:20]([C:28]([O:30][CH3:31])=[O:29])[CH2:21][C:22]3[CH:27]=[CH:26][CH:25]=[CH:24][CH:23]=3)[CH:14]=2)=[CH:9][CH:8]=1)(=O)=O.[CH3:34][O:35][C:36]1[CH:41]=[CH:40][C:39](B(O)O)=[CH:38][CH:37]=1.C(=O)([O-])[O-].[K+].[K+]. The catalyst is C1C=CC([P]([Pd]([P](C2C=CC=CC=2)(C2C=CC=CC=2)C2C=CC=CC=2)([P](C2C=CC=CC=2)(C2C=CC=CC=2)C2C=CC=CC=2)[P](C2C=CC=CC=2)(C2C=CC=CC=2)C2C=CC=CC=2)(C2C=CC=CC=2)C2C=CC=CC=2)=CC=1.C1C=CC=CC=1. The product is [CH3:34][O:35][C:36]1[CH:41]=[CH:40][C:39]([C:7]2[CH:8]=[CH:9][C:10]([C:13]3[N:18]=[CH:17][N:16]=[C:15]([NH:19][C@H:20]([C:28]([O:30][CH3:31])=[O:29])[CH2:21][C:22]4[CH:27]=[CH:26][CH:25]=[CH:24][CH:23]=4)[CH:14]=3)=[CH:11][CH:12]=2)=[CH:38][CH:37]=1. (2) The reactants are Cl.[Cl:2][C:3]1[CH:4]=[C:5]([NH:11][C:12]2[CH:17]=[CH:16][C:15]([N:18]3[CH2:23][CH2:22][NH:21][CH2:20][CH2:19]3)=[CH:14][N:13]=2)[C:6](=[O:10])[N:7]([CH3:9])[N:8]=1.[O:24]1[CH2:27][C:26](=O)[CH2:25]1.[BH3-]C#N.[Na+].O. The yield is 0.500. The product is [Cl:2][C:3]1[CH:4]=[C:5]([NH:11][C:12]2[CH:17]=[CH:16][C:15]([N:18]3[CH2:23][CH2:22][N:21]([CH:26]4[CH2:27][O:24][CH2:25]4)[CH2:20][CH2:19]3)=[CH:14][N:13]=2)[C:6](=[O:10])[N:7]([CH3:9])[N:8]=1. The catalyst is CO.[Cl-].[Zn+2].[Cl-].